The task is: Predict which catalyst facilitates the given reaction.. This data is from Catalyst prediction with 721,799 reactions and 888 catalyst types from USPTO. (1) Reactant: [CH2:1]([N:3]([CH2:26][CH3:27])[C:4](=[O:25])[O:5][CH:6]1[CH2:13][CH:12]2[CH:8]([CH2:9][CH:10]([NH:14][CH2:15][C:16]([N:18]3[CH2:22][CH2:21][CH2:20][CH:19]3[C:23]#[N:24])=[O:17])[CH2:11]2)[CH2:7]1)[CH3:2].[ClH:28]. Product: [ClH:28].[CH2:26]([N:3]([CH2:1][CH3:2])[C:4](=[O:25])[O:5][CH:6]1[CH2:7][CH:8]2[CH:12]([CH2:11][CH:10]([NH:14][CH2:15][C:16]([N:18]3[CH2:22][CH2:21][CH2:20][CH:19]3[C:23]#[N:24])=[O:17])[CH2:9]2)[CH2:13]1)[CH3:27]. The catalyst class is: 28. (2) Reactant: [CH3:1][C:2]([CH3:8])([CH2:5][CH2:6][OH:7])[CH2:3][OH:4].N1C=NN=N1.C(N(CC)[P:17]([O:26][CH2:27][C:28]1[CH:33]=[CH:32][CH:31]=[CH:30][CH:29]=1)[O:18][CH2:19][C:20]1[CH:25]=[CH:24][CH:23]=[CH:22][CH:21]=1)C.ClC1C=CC=C(C(OO)=[O:44])C=1.C([O-])([O-])=O.[Na+].[Na+]. Product: [P:17]([O:4][CH2:3][C:2]([CH3:8])([CH3:1])[CH2:5][CH2:6][OH:7])([O:18][CH2:19][C:20]1[CH:21]=[CH:22][CH:23]=[CH:24][CH:25]=1)([O:26][CH2:27][C:28]1[CH:29]=[CH:30][CH:31]=[CH:32][CH:33]=1)=[O:44]. The catalyst class is: 266.